This data is from Full USPTO retrosynthesis dataset with 1.9M reactions from patents (1976-2016). The task is: Predict the reactants needed to synthesize the given product. Given the product [C:30]1([P:23](=[O:11])([C:17]2[CH:18]=[CH:19][CH:20]=[CH:21][CH:22]=2)[C:24]2[CH:29]=[CH:28][CH:27]=[CH:26][CH:25]=2)[CH:31]=[CH:32][CH:33]=[CH:34][CH:35]=1, predict the reactants needed to synthesize it. The reactants are: CNC1N=C(CC[OH:11])C=CC=1.C(Br)(Br)(Br)Br.[C:17]1([P:23]([C:30]2[CH:35]=[CH:34][CH:33]=[CH:32][CH:31]=2)[C:24]2[CH:29]=[CH:28][CH:27]=[CH:26][CH:25]=2)[CH:22]=[CH:21][CH:20]=[CH:19][CH:18]=1.